Dataset: B-cell epitopes from IEDB database with 3,159 antigens for binding position prediction. Task: Token-level Classification. Given an antigen amino acid sequence, predict which amino acid positions are active epitope sites capable of antibody binding. Output is a list of indices for active positions. (1) Given the antigen sequence: MTENSTSAPAAKPKRAKASKKSTDHPKYSDMIVAAIQAEKNRAGSSRQSIQKYIKSHYKVGENADSQIKLSIKRLVTTGVLKQTKGVGASGSFRLAKSDEPKKSVAFKKTKKEIKKVATPKKASKPKKAASKAPTKKPKATPVKKAKKKLAATPKKAKKPKTVKAKPVKASKPKKAKPVKPKAKSSAKRAGKKK, which amino acid positions are active epitope sites? The epitope positions are: [4, 5, 6, 7, 8, 9, 10, 11, 12, 13, 14, 15, 16, 17, 18]. The amino acids at these positions are: STSAPAAKPKRAKAS. (2) Given the antigen sequence: LECHDQQSSQTPTTTGCSGGETNCYKKRWRDHRGYRTERGCGCPSVKNGIEINCCTTDRCNN, which amino acid positions are active epitope sites? The epitope positions are: [38, 39, 40, 41, 42, 43, 44, 45, 46, 47, 48, 49, 50]. The amino acids at these positions are: RGCGCPSVKNGIE. (3) Given the antigen sequence: MMKFIALFALVAVASAGKMTFKDCGHGEVTELDITGCSGDTCVIHRGEKMTLEAKFAANQDTAKVTIKVLAKVAGTTIQVPGLETDGCKFIKCPVKKGEALDFIYSGTIPAITPKVKADVTAELIGDHGVMACGTVHGQVE, which amino acid positions are active epitope sites? The epitope positions are: [76, 77, 78, 79, 80, 81, 82, 83, 84, 85, 86, 87, 88, 89, 90]. The amino acids at these positions are: TIQVPGLETDGCKFI. (4) Given the antigen sequence: MDKKVRYKLRKVKKRWVTVSVASAVMTLTTLSGGLVKADSNESKSQISNDSNTSVVTANEESNVITEATSKQEAASSQTNHTVTTSSSSTSVVNPKEVVSNPYTVGETASNGEKLQNQTTTVDKTSEAAANNISKQTTEADTDVIDDSNAANLQILEKLPNVKEIDGKYYYYDNNGKVRTNFTLIADGKILHFDETGAYTDTSIDTVNKDIVTTRSNLYKKYNQVYDRSAQSFEHVDHYLTAESWYRPKYILKDGKTWTQSTEKDFRPLLMTWWPDQETQRQYVNYMNAQLGINKTYDDTSNQLQLNIAAATIQAKIEAKITTLKNTDWLRQTISAFVKTQSAWNSDSEKPFDDHLQNGAVLYDNEGKLTPYANSNYRILNRTPTNQTGKKDPRYTADNTIGGYEFLLANDVDNSNPVVQAEQLNWLHFLMNFGNIYANDPDANFDSIRVDAVDNVDADLLQIAGDYLKAAKGIHKNDKAANDHLSILEAWSDNDTPYLH..., which amino acid positions are active epitope sites? The epitope positions are: [401, 402, 403, 404, 405, 406, 407, 408, 409, 410, 411, 412, 413, 414, 415, 416, 417, 418, 419]. The amino acids at these positions are: GGYEFLLANDVDNSNPVVQ. (5) Given the antigen sequence: MRILLAAAECAPMIKVGGMGDVVGSLPPSLIKLGHDVRVIIPGYGKLWSLLNVSNEPVFRSNTMGADFAVYEAKHPIHNYLIYLVGHPTFDSDQIYGGENEDWRFTFFASATAEFAWNCWKPQVLHCHDWHTGMIPVWMHQDPEISTVFTIHNLKYQGPWRWKLEKMTWCPWYMHGDHTMAAAMLYADRVNAVSPTYADEIKTHEYGESLEGLLNYISGKLRGILNGIDLDEWNPAKDPVLPAKFSIKNLENRLENKKILQREMGLEVNSKKYLLGMVSRLVDQKGVDLLLQVSKRLLAYTDSQIAVLGTGDRYLESGLWQLALDYPGRFSVFLTYDDSLSRLIYGGSDAFLMPSRFEPCGISQLLAMRYGSIPIVRRVGGLVDTVLPHDPENNHGTGFCFDRFEPIDFYTSLVRSWEAFRHKDSWELLQKRAMTQEFSWQRSALEYEVMYKDVCGIKEPSPDVAEVEKFSYGQSADPSLKKV, which amino acid positions are active epitope sites? The epitope positions are: [117, 118, 119, 120, 121, 122, 123, 124, 125, 126]. The amino acids at these positions are: NCWKPQVLHC.